Dataset: Forward reaction prediction with 1.9M reactions from USPTO patents (1976-2016). Task: Predict the product of the given reaction. (1) The product is: [F:1][C:2]1[CH:17]=[CH:16][C:5]([O:6][CH2:7][CH:8]2[CH2:14][N:13]([C:22](=[O:23])[C:21]3[CH:25]=[C:26]([CH3:29])[CH:27]=[CH:28][C:20]=3[I:19])[CH:12]([CH3:15])[CH2:11][CH2:10][CH2:9]2)=[CH:4][C:3]=1[CH3:18]. Given the reactants [F:1][C:2]1[CH:17]=[CH:16][C:5]([O:6][CH2:7][CH:8]2[CH2:14][NH:13][CH:12]([CH3:15])[CH2:11][CH2:10][CH2:9]2)=[CH:4][C:3]=1[CH3:18].[I:19][C:20]1[CH:28]=[CH:27][C:26]([CH3:29])=[CH:25][C:21]=1[C:22](O)=[O:23].C(Cl)CCl.C1C=CC2N(O)N=NC=2C=1.C(N(CC)CC)C, predict the reaction product. (2) Given the reactants C([O:3][C:4](=[O:36])[C:5]([CH3:35])([O:7][C:8]1[CH:13]=[CH:12][C:11]([O:14][CH2:15][CH2:16][C:17]2[N:18]([CH3:33])[N:19]=[C:20]([C:22]3[CH:27]=[CH:26][C:25]([O:28][C:29]([F:32])([F:31])[F:30])=[CH:24][CH:23]=3)[CH:21]=2)=[CH:10][C:9]=1[CH3:34])[CH3:6])C.[Li+].[OH-], predict the reaction product. The product is: [CH3:35][C:5]([O:7][C:8]1[CH:13]=[CH:12][C:11]([O:14][CH2:15][CH2:16][C:17]2[N:18]([CH3:33])[N:19]=[C:20]([C:22]3[CH:23]=[CH:24][C:25]([O:28][C:29]([F:31])([F:30])[F:32])=[CH:26][CH:27]=3)[CH:21]=2)=[CH:10][C:9]=1[CH3:34])([CH3:6])[C:4]([OH:36])=[O:3]. (3) The product is: [C:25]([O:21][CH2:20][C:17]1[CH:16]=[CH:15][C:6]([CH2:5][O:4][C:1](=[O:3])[CH3:2])=[CH:19][CH:18]=1)(=[O:26])[CH3:24]. Given the reactants [C:1]([O:4][C:5](=O)[CH3:6])(=[O:3])[CH3:2].N1C=CC=CC=1.C1(CO)[CH:19]=[CH:18][C:17]([CH2:20][OH:21])=[CH:16][CH:15]=1.[CH3:24][CH2:25][O:26]CC, predict the reaction product. (4) Given the reactants C([O:5][C:6](=[O:29])[CH2:7][NH:8][C:9]([C:11]1[C:25](=[O:26])[C:24]2[C:19](=[CH:20][CH:21]=[CH:22][C:23]=2[Cl:27])[C:13]2([CH2:18][CH2:17][O:16][CH2:15][CH2:14]2)[C:12]=1[OH:28])=[O:10])(C)(C)C, predict the reaction product. The product is: [Cl:27][C:23]1[CH:22]=[CH:21][CH:20]=[C:19]2[C:24]=1[C:25](=[O:26])[C:11]([C:9]([NH:8][CH2:7][C:6]([OH:29])=[O:5])=[O:10])=[C:12]([OH:28])[C:13]12[CH2:14][CH2:15][O:16][CH2:17][CH2:18]1. (5) Given the reactants [Cl:1][C:2]1[CH:3]=[C:4]([NH:14][CH:15]2[CH2:20][CH2:19][O:18][CH2:17][CH2:16]2)[C:5]([CH2:12][CH3:13])=[C:6]([CH:11]=1)[C:7]([O:9][CH3:10])=[O:8].C=O.[C:23](O)(=O)C.C(O[BH-](OC(=O)C)OC(=O)C)(=O)C.[Na+].C([O-])(O)=O.[Na+], predict the reaction product. The product is: [Cl:1][C:2]1[CH:3]=[C:4]([N:14]([CH3:23])[CH:15]2[CH2:20][CH2:19][O:18][CH2:17][CH2:16]2)[C:5]([CH2:12][CH3:13])=[C:6]([CH:11]=1)[C:7]([O:9][CH3:10])=[O:8].